From a dataset of Full USPTO retrosynthesis dataset with 1.9M reactions from patents (1976-2016). Predict the reactants needed to synthesize the given product. (1) Given the product [CH2:13]([N:20]([CH2:33][C:34]1[CH:39]=[CH:38][CH:37]=[CH:36][CH:35]=1)[S:21]([C:24]1[CH:32]=[CH:31][C:27]([C:28]([OH:4])=[O:29])=[CH:26][CH:25]=1)(=[O:23])=[O:22])[C:14]1[CH:19]=[CH:18][CH:17]=[CH:16][CH:15]=1, predict the reactants needed to synthesize it. The reactants are: Cl.CN[O:4]C.C(N(CC)CC)C.[CH2:13]([N:20]([CH2:33][C:34]1[CH:39]=[CH:38][CH:37]=[CH:36][CH:35]=1)[S:21]([C:24]1[CH:32]=[CH:31][C:27]([C:28](Cl)=[O:29])=[CH:26][CH:25]=1)(=[O:23])=[O:22])[C:14]1[CH:19]=[CH:18][CH:17]=[CH:16][CH:15]=1. (2) Given the product [C:3]([O:7][C:8](=[O:9])[NH:83][C@H:84]([CH2:67][OH:73])[CH2:85][C:87]1[CH:92]=[CH:91][CH:90]=[C:89]([Br:2])[CH:88]=1)([CH3:4])([CH3:5])[CH3:6], predict the reactants needed to synthesize it. The reactants are: [K+].[Br-:2].[C:3]([O:7][C:8](N1CCN(C2N=C3C(N=C(C4C(=O)NC=CC=4NC[C@H](C4C=CC=C(Cl)C=4)O)N3)=C(C)N=2)CC1)=[O:9])([CH3:6])([CH3:5])[CH3:4].C(OC(N1CCN(C2N=C3C(N=C(C4[C:67](=[O:73])NC=CC=4Cl)N3)=C(C)N=2)CC1)=O)(C)(C)C.C(N(CC)CC)C.Cl.[NH2:83][CH2:84][C@H:85]([C:87]1[CH:92]=[CH:91][CH:90]=[C:89](Cl)[CH:88]=1)O. (3) Given the product [F:27][C:23]1[CH:22]=[C:21]([CH:26]=[CH:25][CH:24]=1)[CH2:20][N:14]1[CH2:13][CH2:12][CH:11]([NH:10][C:9]2[C:4]3[C:3]([CH3:18])=[C:2]([Cl:1])[S:17][C:5]=3[N:6]=[CH:7][N:8]=2)[CH2:16][CH2:15]1, predict the reactants needed to synthesize it. The reactants are: [Cl:1][C:2]1[S:17][C:5]2[N:6]=[CH:7][N:8]=[C:9]([NH:10][CH:11]3[CH2:16][CH2:15][NH:14][CH2:13][CH2:12]3)[C:4]=2[C:3]=1[CH3:18].Br[CH2:20][C:21]1[CH:26]=[CH:25][CH:24]=[C:23]([F:27])[CH:22]=1. (4) Given the product [Cl:20][C:21]1[CH:26]=[C:25]([Cl:27])[CH:24]=[CH:23][C:22]=1[O:17][C@H:13]([C@H:10]1[CH2:11][CH2:12][NH:8][CH2:9]1)[CH2:14][O:15][CH3:16], predict the reactants needed to synthesize it. The reactants are: C(OC([N:8]1[CH2:12][CH2:11][C@H:10]([C@@H:13]([OH:17])[CH2:14][O:15][CH3:16])[CH2:9]1)=O)(C)(C)C.[H-].[Na+].[Cl:20][C:21]1[CH:26]=[C:25]([Cl:27])[CH:24]=[CH:23][C:22]=1F.CCO.